Dataset: Forward reaction prediction with 1.9M reactions from USPTO patents (1976-2016). Task: Predict the product of the given reaction. Given the reactants [CH3:1][O:2][CH:3]1[CH2:6][NH:5][CH2:4]1.C1C=CC(P(C2C(C3C(P(C4C=CC=CC=4)C4C=CC=CC=4)=CC=C4C=3C=CC=C4)=C3C(C=CC=C3)=CC=2)C2C=CC=CC=2)=CC=1.C([O-])([O-])=O.[Cs+].[Cs+].Br[C:60]1[CH:61]=[CH:62][C:63]([C:71]([OH:73])=[O:72])=[N:64][C:65]=1[O:66][CH2:67][CH:68]1[CH2:70][CH2:69]1, predict the reaction product. The product is: [CH:68]1([CH2:67][O:66][C:65]2[N:64]=[C:63]([C:71]([OH:73])=[O:72])[CH:62]=[CH:61][C:60]=2[N:5]2[CH2:6][CH:3]([O:2][CH3:1])[CH2:4]2)[CH2:69][CH2:70]1.